Predict the product of the given reaction. From a dataset of Forward reaction prediction with 1.9M reactions from USPTO patents (1976-2016). (1) Given the reactants [N:1]1([CH2:6][CH:7]2[CH2:12][CH2:11][NH:10][CH2:9][CH2:8]2)[CH2:5][CH2:4][CH2:3][CH2:2]1.F[C:14]1[CH:21]=[CH:20][C:17]([CH:18]=[O:19])=[CH:16][C:15]=1[CH3:22], predict the reaction product. The product is: [CH3:22][C:15]1[CH:16]=[C:17]([CH:20]=[CH:21][C:14]=1[N:10]1[CH2:11][CH2:12][CH:7]([CH2:6][N:1]2[CH2:5][CH2:4][CH2:3][CH2:2]2)[CH2:8][CH2:9]1)[CH:18]=[O:19]. (2) Given the reactants C([O:8][C:9]1[CH:14]=[CH:13][C:12]([C:15]2[N:16]=[N:17][N:18]([CH2:20][CH2:21][O:22][Si:23]([CH3:26])([CH3:25])[CH3:24])[N:19]=2)=[CH:11][C:10]=1[F:27])C1C=CC=CC=1.C(O)=O, predict the reaction product. The product is: [F:27][C:10]1[CH:11]=[C:12]([C:15]2[N:16]=[N:17][N:18]([CH2:20][CH2:21][O:22][Si:23]([CH3:25])([CH3:24])[CH3:26])[N:19]=2)[CH:13]=[CH:14][C:9]=1[OH:8].